This data is from Reaction yield outcomes from USPTO patents with 853,638 reactions. The task is: Predict the reaction yield, written as a fraction of the theoretical maximum amount of product (1.0 means a 100% yield; for example, 0.34 means a 34% yield). (1) The reactants are Br[C:2]1[C:3]([F:14])=[CH:4][N:5]=[C:6]2[C:11]=1[N:10]=[C:9]([O:12][CH3:13])[CH:8]=[CH:7]2.C(=O)([O-])[O-].[K+].[K+].CO[CH2:23][CH2:24]OC. The catalyst is O. The product is [CH:23]([C:2]1[C:3]([F:14])=[CH:4][N:5]=[C:6]2[C:11]=1[N:10]=[C:9]([O:12][CH3:13])[CH:8]=[CH:7]2)=[CH2:24]. The yield is 0.900. (2) The reactants are [C:1]([C:5]1[CH:11]=[CH:10][C:9]([N+:12]([O-:14])=[O:13])=[CH:8][C:6]=1N)([CH3:4])([CH3:3])[CH3:2].N([O-])=[O:16].[Na+].NC(N)=O.OS(O)(=O)=O.O. The catalyst is OS(O)(=O)=O.O. The product is [C:1]([C:5]1[CH:11]=[CH:10][C:9]([N+:12]([O-:14])=[O:13])=[CH:8][C:6]=1[OH:16])([CH3:4])([CH3:3])[CH3:2]. The yield is 0.620. (3) The reactants are [CH3:1][O-:2].[Na+].[Br:4][C:5]1[C:9]2[N:10]=[CH:11][N:12]=[C:13](Cl)[C:8]=2[S:7][CH:6]=1. The catalyst is O1CCOCC1. The product is [Br:4][C:5]1[C:9]2[N:10]=[CH:11][N:12]=[C:13]([O:2][CH3:1])[C:8]=2[S:7][CH:6]=1. The yield is 0.530. (4) The reactants are [N+:1]([O-:4])(O)=[O:2].[Br:5][C:6]1[CH:11]=[C:10]([F:12])[CH:9]=[CH:8][C:7]=1[N:13]1[C:17](=[O:18])[N:16]([CH3:19])[N:15]=[N:14]1.CCOC(C)=O. The catalyst is OS(O)(=O)=O. The product is [Br:5][C:6]1[CH:11]=[C:10]([F:12])[C:9]([N+:1]([O-:4])=[O:2])=[CH:8][C:7]=1[N:13]1[C:17](=[O:18])[N:16]([CH3:19])[N:15]=[N:14]1. The yield is 0.750. (5) The reactants are [Cl:1][C:2]1[CH:7]=[CH:6][CH:5]=[C:4]([F:8])[C:3]=1[C:9]1[N:10]=[C:11]2[CH:16]=[CH:15][CH:14]=[C:13](F)[N:12]2[C:18]=1[NH:19][C:20]1[CH:29]=[CH:28][C:23]2[O:24][CH2:25][CH2:26][O:27][C:22]=2[CH:21]=1. The catalyst is C(O)(C)C. The product is [Cl:1][C:2]1[CH:7]=[CH:6][CH:5]=[C:4]([F:8])[C:3]=1[C:9]1[N:10]=[C:11]2[CH:16]=[CH:15][CH:14]=[C:13]([O:24][CH:23]([CH3:28])[CH3:22])[N:12]2[C:18]=1[NH:19][C:20]1[CH:29]=[CH:28][C:23]2[O:24][CH2:25][CH2:26][O:27][C:22]=2[CH:21]=1. The yield is 0.560. (6) The reactants are [Cl:1][C:2]1[CH:7]=[CH:6][C:5]([S:8]([NH:11][C@@H:12]2[CH2:16][CH2:15][N:14]([C:17]3[N:22]4[N:23]=[CH:24][CH:25]=[C:21]4[N:20]=[C:19]([CH3:26])[C:18]=3[CH:27]([CH2:33][CH2:34][CH3:35])[C:28]([O:30]CC)=[O:29])[CH2:13]2)(=[O:10])=[O:9])=[CH:4][CH:3]=1.[OH-].[Na+]. The catalyst is C(O)C. The product is [Cl:1][C:2]1[CH:3]=[CH:4][C:5]([S:8]([NH:11][C@@H:12]2[CH2:16][CH2:15][N:14]([C:17]3[N:22]4[N:23]=[CH:24][CH:25]=[C:21]4[N:20]=[C:19]([CH3:26])[C:18]=3[CH:27]([CH2:33][CH2:34][CH3:35])[C:28]([OH:30])=[O:29])[CH2:13]2)(=[O:9])=[O:10])=[CH:6][CH:7]=1. The yield is 0.0700. (7) The reactants are [CH3:1][O:2][C:3]1[CH:4]=[C:5]2[C:10](=[CH:11][C:12]=1[O:13][CH3:14])[N:9]=[CH:8][CH:7]=[C:6]2[O:15][C:16]1[CH:22]=[CH:21][C:19]([NH2:20])=[CH:18][CH:17]=1.ClC(Cl)(O[C:27](=[O:33])[O:28][C:29](Cl)(Cl)Cl)Cl.[Cl:35][C:36]1[CH:41]=[CH:40][CH:39]=[CH:38][C:37]=1CO.C(=O)(O)[O-].[Na+]. The catalyst is C(Cl)Cl.C(N(CC)CC)C.C1(C)C=CC=CC=1. The product is [CH3:1][O:2][C:3]1[CH:4]=[C:5]2[C:10](=[CH:11][C:12]=1[O:13][CH3:14])[N:9]=[CH:8][CH:7]=[C:6]2[O:15][C:16]1[CH:22]=[CH:21][C:19]([NH:20][C:27](=[O:33])[O:28][CH2:29][C:37]2[CH:38]=[CH:39][CH:40]=[CH:41][C:36]=2[Cl:35])=[CH:18][CH:17]=1. The yield is 0.900. (8) The yield is 0.930. The product is [Br:1][C:2]1[CH:3]=[C:4]([CH:9]=[C:10]([CH2:12][N:30]([CH3:31])[CH3:29])[CH:11]=1)[C:5]([O:7][CH3:8])=[O:6]. The reactants are [Br:1][C:2]1[CH:3]=[C:4]([CH:9]=[C:10]([CH:12]=O)[CH:11]=1)[C:5]([O:7][CH3:8])=[O:6].BrC1C=C(C(OC)=O)C=C(C=1)C(OC)=O.[CH3:29][NH:30][CH3:31].O1CCCC1.C(O[BH-](OC(=O)C)OC(=O)C)(=O)C.[Na+].C(=O)(O)[O-].[Na+]. The catalyst is C(Cl)Cl. (9) The reactants are [N:1]1[CH:2]=[CH:3][N:4]2[CH:9]=[CH:8][CH:7]=[C:6]([NH2:10])[C:5]=12.N1C=CC=CC=1.Cl[C:18]([O:20][C:21]1[CH:26]=[CH:25][CH:24]=[CH:23][CH:22]=1)=[O:19]. The catalyst is CC#N.CCOC(C)=O. The product is [C:21]1([O:20][C:18](=[O:19])[NH:10][C:6]2[C:5]3[N:4]([CH:3]=[CH:2][N:1]=3)[CH:9]=[CH:8][CH:7]=2)[CH:26]=[CH:25][CH:24]=[CH:23][CH:22]=1. The yield is 0.540.